The task is: Predict the reaction yield, written as a fraction of the theoretical maximum amount of product (1.0 means a 100% yield; for example, 0.34 means a 34% yield).. This data is from Reaction yield outcomes from USPTO patents with 853,638 reactions. (1) The reactants are [C:1]([CH:5]1[CH2:10][CH2:9][CH:8]([O:11][C:12]2[CH:21]=[CH:20][C:19]3[C:14](=[CH:15][CH:16]=[C:17]([CH:22]=O)[CH:18]=3)[N:13]=2)[CH2:7][CH2:6]1)([CH3:4])([CH3:3])[CH3:2].[NH2:24][CH2:25][CH2:26][C:27]([OH:29])=[O:28].C(O)C.C([BH3-])#N.[Na+].C(O)(=O)CC(CC(O)=O)(C(O)=O)O. No catalyst specified. The product is [C:1]([C@H:5]1[CH2:10][CH2:9][C@H:8]([O:11][C:12]2[CH:21]=[CH:20][C:19]3[C:14](=[CH:15][CH:16]=[C:17]([CH2:22][NH:24][CH2:25][CH2:26][C:27]([OH:29])=[O:28])[CH:18]=3)[N:13]=2)[CH2:7][CH2:6]1)([CH3:4])([CH3:3])[CH3:2]. The yield is 0.150. (2) The reactants are [I:1][C:2]1[CH:3]=[N:4][NH:5][CH:6]=1.C(=O)([O-])[O-].[K+].[K+].[CH2:13](Br)[C:14]1[CH:19]=[CH:18][CH:17]=[CH:16][CH:15]=1. The catalyst is CC(C)=O. The product is [CH2:13]([N:4]1[CH:3]=[C:2]([I:1])[CH:6]=[N:5]1)[C:14]1[CH:19]=[CH:18][CH:17]=[CH:16][CH:15]=1. The yield is 0.970. (3) The reactants are Cl[Si](C)(C)C.[OH:6][C:7]1[CH:17]=[CH:16][CH:15]=[CH:14][C:8]=1[CH:9]=[CH:10][C:11]([OH:13])=[O:12].[CH3:18]COC(C)=O.CO.O. The catalyst is CO. The product is [OH:6][C:7]1[CH:17]=[CH:16][CH:15]=[CH:14][C:8]=1[CH:9]=[CH:10][C:11]([O:13][CH3:18])=[O:12]. The yield is 1.00. (4) The reactants are O.[O:2]=[CH:3][C@@H:4]([C@H:6]([C@@H:8]([C@@H:10]([CH2:12][OH:13])[OH:11])[OH:9])[OH:7])[OH:5].[C:14]([O-:26])(=[O:25])[CH2:15][C:16]([CH2:21][C:22]([O-:24])=[O:23])([C:18]([O-:20])=[O:19])[OH:17].[NH4+:27].[NH4+].[NH4+]. No catalyst specified. The product is [C:14]([O-:26])(=[O:25])[CH2:15][C:16]([CH2:21][C:22]([O-:24])=[O:23])([C:18]([O-:20])=[O:19])[OH:17].[NH4+:27].[NH4+:27].[NH4+:27].[O:2]=[CH:3][C@@H:4]([C@H:6]([C@@H:8]([C@@H:10]([CH2:12][OH:13])[OH:11])[OH:9])[OH:7])[OH:5]. The yield is 0.150. (5) The reactants are [NH2:1][C:2]1[CH:3]=[CH:4][C:5]2[CH2:11][N:10]([CH3:12])[CH2:9][C:8](=[O:13])[NH:7][C:6]=2[CH:14]=1.Cl[C:16]1[N:21]=[C:20]([NH:22][C:23]2[CH:32]=[CH:31][CH:30]=[CH:29][C:24]=2[C:25]([NH:27][CH3:28])=[O:26])[C:19]([Cl:33])=[CH:18][N:17]=1.C12(CS(O)(=O)=O)C(C)(C)C(CC1)CC2=O. The catalyst is CC(O)C.Cl.O1CCOCC1. The product is [Cl:33][C:19]1[C:20]([NH:22][C:23]2[CH:32]=[CH:31][CH:30]=[CH:29][C:24]=2[C:25]([NH:27][CH3:28])=[O:26])=[N:21][C:16]([NH:1][C:2]2[CH:3]=[CH:4][C:5]3[CH2:11][N:10]([CH3:12])[CH2:9][C:8](=[O:13])[NH:7][C:6]=3[CH:14]=2)=[N:17][CH:18]=1. The yield is 0.160. (6) The reactants are [O:1]1[C:5]2[CH:6]=[CH:7][C:8]([C:10]3[C:15]([N+:16]([O-])=O)=[C:14]([Cl:19])[N:13]=[C:12]([CH2:20][C:21]4[CH:26]=[CH:25][C:24]([F:27])=[CH:23][CH:22]=4)[N:11]=3)=[CH:9][C:4]=2[O:3][CH2:2]1.OCC1(OC[C@@H](O)[C@@H](O)[C@H]1O)O. The catalyst is C(O)C.[Ni]. The product is [O:1]1[C:5]2[CH:6]=[CH:7][C:8]([C:10]3[C:15]([NH2:16])=[C:14]([Cl:19])[N:13]=[C:12]([CH2:20][C:21]4[CH:26]=[CH:25][C:24]([F:27])=[CH:23][CH:22]=4)[N:11]=3)=[CH:9][C:4]=2[O:3][CH2:2]1. The yield is 0.900. (7) The reactants are C1(P(C2C=CC=CC=2)C2C=CC=CC=2)C=CC=CC=1.BrN1C(=O)CCC1=O.[CH3:28][S:29]([C:32]1[CH:33]=[C:34]([CH:42]([CH2:46][CH:47]2[CH2:51][CH2:50][CH2:49][CH2:48]2)[C:43](O)=[O:44])[CH:35]=[CH:36][C:37]=1[S:38]([CH3:41])(=[O:40])=[O:39])(=[O:31])=[O:30].[NH2:52][C:53]1[S:54][CH:55]=[CH:56][N:57]=1. The catalyst is C(Cl)Cl. The product is [CH3:28][S:29]([C:32]1[CH:33]=[C:34]([CH:42]([CH2:46][CH:47]2[CH2:51][CH2:50][CH2:49][CH2:48]2)[C:43]([NH:52][C:53]2[S:54][CH:55]=[CH:56][N:57]=2)=[O:44])[CH:35]=[CH:36][C:37]=1[S:38]([CH3:41])(=[O:40])=[O:39])(=[O:31])=[O:30]. The yield is 0.610. (8) The reactants are [CH:1]([C:3]1[CH:11]=[CH:10][C:6]([C:7]([OH:9])=[O:8])=[CH:5][CH:4]=1)=[CH2:2].S(Cl)(Cl)=O.[CH3:16]O. The catalyst is C(Cl)Cl. The product is [CH3:16][O:8][C:7](=[O:9])[C:6]1[CH:10]=[CH:11][C:3]([CH:1]=[CH2:2])=[CH:4][CH:5]=1. The yield is 0.974. (9) The reactants are Br[C:2]1[CH:3]=[N:4][C:5]2[C:10]([CH:11]=1)=[C:9]([F:12])[C:8]([CH2:13][C:14]1[N:18]3[N:19]=[C:20]([CH2:23][CH3:24])[CH:21]=[CH:22][C:17]3=[N:16][N:15]=1)=[C:7]([F:25])[CH:6]=2.[CH3:26][N:27]1[CH:31]=[C:30](B2OC(C)(C)C(C)(C)O2)[CH:29]=[N:28]1.C(=O)([O-])[O-].[Cs+].[Cs+]. The catalyst is O1CCOCC1. The product is [CH2:23]([C:20]1[CH:21]=[CH:22][C:17]2[N:18]([C:14]([CH2:13][C:8]3[C:9]([F:12])=[C:10]4[C:5](=[CH:6][C:7]=3[F:25])[N:4]=[CH:3][C:2]([C:30]3[CH:29]=[N:28][N:27]([CH3:26])[CH:31]=3)=[CH:11]4)=[N:15][N:16]=2)[N:19]=1)[CH3:24]. The yield is 0.600.